This data is from Catalyst prediction with 721,799 reactions and 888 catalyst types from USPTO. The task is: Predict which catalyst facilitates the given reaction. (1) Reactant: O[CH:2]=[C:3]1[C:11]2[C:6](=[CH:7][C:8]([C:12]([C:14]3[CH:15]=[C:16]([NH:20][C:21]([C:23]4[N:24]([CH3:29])[N:25]=[C:26]([CH3:28])[CH:27]=4)=[O:22])[CH:17]=[CH:18][CH:19]=3)=[O:13])=[CH:9][CH:10]=2)[NH:5][C:4]1=[O:30].[N:31]1([CH2:37][CH2:38][NH:39][C:40]2[CH:45]=[CH:44][C:43]([NH2:46])=[CH:42][CH:41]=2)[CH2:36][CH2:35][O:34][CH2:33][CH2:32]1. Product: [N:31]1([CH2:37][CH2:38][NH:39][C:40]2[CH:45]=[CH:44][C:43]([NH:46][CH:2]=[C:3]3[C:11]4[C:6](=[CH:7][C:8]([C:12]([C:14]5[CH:15]=[C:16]([NH:20][C:21]([C:23]6[N:24]([CH3:29])[N:25]=[C:26]([CH3:28])[CH:27]=6)=[O:22])[CH:17]=[CH:18][CH:19]=5)=[O:13])=[CH:9][CH:10]=4)[NH:5][C:4]3=[O:30])=[CH:42][CH:41]=2)[CH2:36][CH2:35][O:34][CH2:33][CH2:32]1. The catalyst class is: 1. (2) Reactant: [N:1]1[N:2]2[CH:10]=[CH:9][CH:8]=[C:3]2[C:4](O)=[N:5][CH:6]=1.C(N(C(C)C)CC)(C)C.P(Cl)(Cl)([Cl:22])=O.C([O-])(O)=O.[Na+]. Product: [Cl:22][C:4]1[C:3]2=[CH:8][CH:9]=[CH:10][N:2]2[N:1]=[CH:6][N:5]=1. The catalyst class is: 11. (3) Reactant: [C:1]([C:3]1[CH:17]=[CH:16][C:6]([CH2:7]P(=O)(OCC)OCC)=[CH:5][CH:4]=1)#[N:2].[CH2:18]([CH:20]([CH2:43][CH2:44][CH2:45][CH3:46])[CH2:21][O:22][C:23]1[CH:30]=[C:29]([N+:31]([O-:33])=[O:32])[C:28]([O:34][CH2:35][CH:36]([CH2:41][CH3:42])[CH2:37][CH2:38][CH2:39][CH3:40])=[CH:27][C:24]=1[CH:25]=O)[CH3:19].CC(C)([O-])C.[K+]. Product: [CH2:18]([CH:20]([CH2:43][CH2:44][CH2:45][CH3:46])[CH2:21][O:22][C:23]1[CH:30]=[C:29]([N+:31]([O-:33])=[O:32])[C:28]([O:34][CH2:35][CH:36]([CH2:41][CH3:42])[CH2:37][CH2:38][CH2:39][CH3:40])=[CH:27][C:24]=1/[CH:25]=[CH:7]/[C:6]1[CH:5]=[CH:4][C:3]([C:1]#[N:2])=[CH:17][CH:16]=1)[CH3:19]. The catalyst class is: 1. (4) Reactant: [N:1]([C:4]1[CH:14]=[C:13]([CH3:15])[C:7]2[N:8]([CH3:12])[C:9]([CH3:11])=[N:10][C:6]=2[CH:5]=1)=[N+]=[N-].[ClH:16].C(CCP(CCC(O)=O)CCC(O)=O)(O)=O. Product: [ClH:16].[CH3:12][N:8]1[C:7]2[C:13]([CH3:15])=[CH:14][C:4]([NH2:1])=[CH:5][C:6]=2[N:10]=[C:9]1[CH3:11]. The catalyst class is: 12.